This data is from Catalyst prediction with 721,799 reactions and 888 catalyst types from USPTO. The task is: Predict which catalyst facilitates the given reaction. (1) The catalyst class is: 4. Reactant: [Si:1]([O:8][CH2:9][C:10]([CH3:14])([CH3:13])[CH2:11][OH:12])([C:4]([CH3:7])([CH3:6])[CH3:5])([CH3:3])[CH3:2].CC(OI1(OC(C)=O)(OC(C)=O)OC(=O)C2C=CC=CC1=2)=O. Product: [Si:1]([O:8][CH2:9][C:10]([CH3:14])([CH3:13])[CH:11]=[O:12])([C:4]([CH3:7])([CH3:6])[CH3:5])([CH3:3])[CH3:2]. (2) Reactant: [CH3:1][O:2][C:3]1[CH:4]=[C:5]([CH2:9][NH:10][CH3:11])[CH:6]=[CH:7][CH:8]=1.[Cl:12][C:13]1[CH:14]=[C:15]([CH:20]=[CH:21][C:22]=1[Cl:23])[C:16](=[O:19])[CH2:17]Br. Product: [Cl:12][C:13]1[CH:14]=[C:15]([C:16](=[O:19])[CH2:17][N:10]([CH2:9][C:5]2[CH:6]=[CH:7][CH:8]=[C:3]([O:2][CH3:1])[CH:4]=2)[CH3:11])[CH:20]=[CH:21][C:22]=1[Cl:23]. The catalyst class is: 66. (3) Reactant: [CH3:1][O:2][C:3]1[CH:4]=[C:5]([N:18]2[CH:22]=[CH:21][CH:20]=[N:19]2)[CH:6]=[CH:7][C:8]=1B1OC(C)(C)C(C)(C)O1.Br[C:24]1[S:28][C:27]([N:29]2[CH2:34][CH2:33][N:32]([C:35]([O:37][C:38]([CH3:41])([CH3:40])[CH3:39])=[O:36])[CH2:31][CH2:30]2)=[N:26][N:25]=1.C([O-])([O-])=O.[Na+].[Na+]. Product: [CH3:1][O:2][C:3]1[CH:4]=[C:5]([N:18]2[CH:22]=[CH:21][CH:20]=[N:19]2)[CH:6]=[CH:7][C:8]=1[C:24]1[S:28][C:27]([N:29]2[CH2:30][CH2:31][N:32]([C:35]([O:37][C:38]([CH3:41])([CH3:40])[CH3:39])=[O:36])[CH2:33][CH2:34]2)=[N:26][N:25]=1. The catalyst class is: 70. (4) The catalyst class is: 745. Reactant: Br[C:2]1[C:3]([NH:9][C:10]([C:12]2[CH:13]=[N:14][N:15]3[CH:20]=[CH:19][CH:18]=[N:17][C:16]=23)=[O:11])=[CH:4][C:5]([CH3:8])=[N:6][CH:7]=1.[Cl:21][C:22]1[CH:27]=[CH:26][C:25]([Cl:28])=[CH:24][C:23]=1B(O)O.C(=O)([O-])[O-].[Na+].[Na+]. Product: [Cl:21][C:22]1[CH:27]=[CH:26][C:25]([Cl:28])=[CH:24][C:23]=1[C:2]1[C:3]([NH:9][C:10]([C:12]2[CH:13]=[N:14][N:15]3[CH:20]=[CH:19][CH:18]=[N:17][C:16]=23)=[O:11])=[CH:4][C:5]([CH3:8])=[N:6][CH:7]=1.